This data is from Full USPTO retrosynthesis dataset with 1.9M reactions from patents (1976-2016). The task is: Predict the reactants needed to synthesize the given product. (1) Given the product [CH3:14][CH:13]([C:9]1[C:8]([CH2:7][CH2:6][CH2:5][OH:4])=[CH:12][N:11]([C:18]2[N:23]=[CH:22][C:21]([C:24]([F:27])([F:26])[F:25])=[CH:20][N:19]=2)[N:10]=1)[CH3:15], predict the reactants needed to synthesize it. The reactants are: COC[O:4][CH2:5][CH2:6][CH2:7][C:8]1[C:9]([CH:13]([CH3:15])[CH3:14])=[N:10][NH:11][CH:12]=1.CS[C:18]1[N:23]=[CH:22][C:21]([C:24]([F:27])([F:26])[F:25])=[CH:20][N:19]=1.[H-].[Na+].[H][H]. (2) Given the product [CH3:15][CH:16]1[CH:21]([C:2]2[C:11]3[C:6](=[CH:7][CH:8]=[CH:9][CH:10]=3)[C:5]([N+:12]([O-:14])=[O:13])=[CH:4][CH:3]=2)[CH:20]([CH3:22])[CH2:19][NH:18][CH2:17]1, predict the reactants needed to synthesize it. The reactants are: Cl[C:2]1[C:11]2[C:6](=[CH:7][CH:8]=[CH:9][CH:10]=2)[C:5]([N+:12]([O-:14])=[O:13])=[CH:4][CH:3]=1.[CH3:15][CH:16]1[CH2:21][CH:20]([CH3:22])[CH2:19][NH:18][CH2:17]1. (3) Given the product [Br:1][C:2]1[CH:3]=[CH:4][C:5]2=[C:13]3[C:12](=[C:11]4[NH:10][C:9]([CH3:16])=[C:8]([C:17]([O:19][CH2:20][CH3:21])=[O:18])[C:7]4=[C:6]2[CH:22]=1)[N:30]=[C:23]1[C:24]([CH:25]=[CH:26][CH:27]=[CH:28]1)=[N:29]3, predict the reactants needed to synthesize it. The reactants are: [Br:1][C:2]1[CH:3]=[CH:4][C:5]2[C:13](=O)[C:12](=O)[C:11]3[NH:10][C:9]([CH3:16])=[C:8]([C:17]([O:19][CH2:20][CH3:21])=[O:18])[C:7]=3[C:6]=2[CH:22]=1.[C:23]1([NH2:30])[CH:28]=[CH:27][CH:26]=[CH:25][C:24]=1[NH2:29]. (4) Given the product [CH3:1][S:2]([C:5]1[CH:6]=[CH:7][C:8]([O:14][C@@H:15]([CH3:20])[C:16]([F:19])([F:18])[F:17])=[C:9]([C:10]([N:33]2[CH2:34][CH2:35][N:30]([C:28]3[S:29][C:25]([CH2:24][C:23]([F:37])([F:22])[F:36])=[CH:26][N:27]=3)[CH2:31][CH2:32]2)=[O:12])[CH:13]=1)(=[O:3])=[O:4], predict the reactants needed to synthesize it. The reactants are: [CH3:1][S:2]([C:5]1[CH:6]=[CH:7][C:8]([O:14][C@@H:15]([CH3:20])[C:16]([F:19])([F:18])[F:17])=[C:9]([CH:13]=1)[C:10]([OH:12])=O)(=[O:4])=[O:3].Cl.[F:22][C:23]([F:37])([F:36])[CH2:24][C:25]1[S:29][C:28]([N:30]2[CH2:35][CH2:34][NH:33][CH2:32][CH2:31]2)=[N:27][CH:26]=1. (5) The reactants are: Cl.[CH2:2]([NH:4][C:5]([NH:7][C:8]1[CH:13]=[CH:12][C:11]([C:14]2[N:15]=[C:16]([N:24]3[CH2:29][CH2:28][O:27][CH2:26][C@@H:25]3[CH3:30])[C:17]3[CH2:23][CH2:22][NH:21][CH2:20][C:18]=3[N:19]=2)=[CH:10][CH:9]=1)=[O:6])[CH3:3].CCN(C(C)C)C(C)C.[CH2:40]([N:42]=[C:43]=[O:44])[CH3:41]. Given the product [CH2:40]([NH:42][C:43]([N:21]1[CH2:22][CH2:23][C:17]2[C:16]([N:24]3[CH2:29][CH2:28][O:27][CH2:26][C@@H:25]3[CH3:30])=[N:15][C:14]([C:11]3[CH:10]=[CH:9][C:8]([NH:7][C:5]([NH:4][CH2:2][CH3:3])=[O:6])=[CH:13][CH:12]=3)=[N:19][C:18]=2[CH2:20]1)=[O:44])[CH3:41], predict the reactants needed to synthesize it. (6) Given the product [NH2:1][C:2]1[C:7]([CH3:19])=[CH:6][CH:5]=[CH:4][C:3]=1[C:10]([C:12]1[CH:17]=[CH:16][CH:15]=[CH:14][C:13]=1[F:18])=[O:11], predict the reactants needed to synthesize it. The reactants are: [NH2:1][C:2]1[CH:7]=[C:6](OC)[CH:5]=[CH:4][C:3]=1[C:10]([C:12]1[CH:17]=[CH:16][CH:15]=[CH:14][C:13]=1[F:18])=[O:11].[CH3:19]C1C=CC=CC=1N.FC1C=CC=CC=1C#N.